From a dataset of NCI-60 drug combinations with 297,098 pairs across 59 cell lines. Regression. Given two drug SMILES strings and cell line genomic features, predict the synergy score measuring deviation from expected non-interaction effect. (1) Drug 1: C1=NC2=C(N1)C(=S)N=C(N2)N. Drug 2: C(=O)(N)NO. Cell line: MALME-3M. Synergy scores: CSS=5.16, Synergy_ZIP=-8.25, Synergy_Bliss=-0.431, Synergy_Loewe=-18.9, Synergy_HSA=-1.66. (2) Drug 1: CN(C)N=NC1=C(NC=N1)C(=O)N. Drug 2: C1=NC2=C(N1)C(=S)N=CN2. Cell line: MDA-MB-231. Synergy scores: CSS=-1.28, Synergy_ZIP=-13.3, Synergy_Bliss=-31.2, Synergy_Loewe=-83.5, Synergy_HSA=-33.4. (3) Drug 2: C(=O)(N)NO. Cell line: A498. Synergy scores: CSS=26.5, Synergy_ZIP=-6.06, Synergy_Bliss=-1.50, Synergy_Loewe=-15.1, Synergy_HSA=-1.88. Drug 1: CC1C(C(CC(O1)OC2CC(CC3=C2C(=C4C(=C3O)C(=O)C5=C(C4=O)C(=CC=C5)OC)O)(C(=O)C)O)N)O.Cl. (4) Drug 1: CC(C1=C(C=CC(=C1Cl)F)Cl)OC2=C(N=CC(=C2)C3=CN(N=C3)C4CCNCC4)N. Drug 2: CC1=C2C(C(=O)C3(C(CC4C(C3C(C(C2(C)C)(CC1OC(=O)C(C(C5=CC=CC=C5)NC(=O)C6=CC=CC=C6)O)O)OC(=O)C7=CC=CC=C7)(CO4)OC(=O)C)O)C)OC(=O)C. Cell line: K-562. Synergy scores: CSS=28.4, Synergy_ZIP=-0.242, Synergy_Bliss=-5.15, Synergy_Loewe=-9.99, Synergy_HSA=-6.30. (5) Drug 1: C1=CC(=CC=C1CCCC(=O)O)N(CCCl)CCCl. Drug 2: C1=CN(C=N1)CC(O)(P(=O)(O)O)P(=O)(O)O. Cell line: RPMI-8226. Synergy scores: CSS=24.0, Synergy_ZIP=-15.1, Synergy_Bliss=-16.0, Synergy_Loewe=-20.1, Synergy_HSA=-17.8.